This data is from Reaction yield outcomes from USPTO patents with 853,638 reactions. The task is: Predict the reaction yield, written as a fraction of the theoretical maximum amount of product (1.0 means a 100% yield; for example, 0.34 means a 34% yield). (1) The yield is 0.117. The product is [CH:37]1([CH2:40][C@H:41]([NH:48][C:15]([C:7]2[CH:6]=[N:5][C:4]([CH:1]3[CH2:2][CH2:3]3)=[C:9]([O:10][CH2:11][CH:12]3[CH2:13][CH2:14]3)[N:8]=2)=[O:17])[C:42]2[N:46]=[C:45]([CH3:47])[O:44][N:43]=2)[CH2:39][CH2:38]1. The catalyst is COCCOC. The reactants are [CH:1]1([C:4]2[N:5]=[CH:6][C:7]([C:15]([OH:17])=O)=[N:8][C:9]=2[O:10][CH2:11][CH:12]2[CH2:14][CH2:13]2)[CH2:3][CH2:2]1.C(OP(C#N)(OCC)=O)C.CCN(C(C)C)C(C)C.[CH:37]1([CH2:40][C@H:41]([NH2:48])[C:42]2[N:46]=[C:45]([CH3:47])[O:44][N:43]=2)[CH2:39][CH2:38]1. (2) The reactants are [Br:1][C:2]1[CH:7]=[CH:6][C:5]([C:8]([C:10]2[CH:15]=[CH:14][C:13](N(C)C)=[CH:12][CH:11]=2)=[CH2:9])=[CH:4][CH:3]=1.BrC1C=C[C:23]([C:24](C2C=CC(OCCCC)=CC=2)=[O:25])=[CH:22][CH:21]=1.C[Mg]Br. No catalyst specified. The product is [Br:1][C:2]1[CH:7]=[CH:6][C:5]([C:8]([C:10]2[CH:15]=[CH:14][C:13]([O:25][CH2:24][CH2:23][CH2:22][CH3:21])=[CH:12][CH:11]=2)=[CH2:9])=[CH:4][CH:3]=1. The yield is 0.980. (3) The reactants are [CH3:1][O:2][C:3]1[CH:28]=[CH:27][C:6]([CH2:7][N:8]([C:22]2[S:23][CH:24]=[CH:25][N:26]=2)[S:9]([C:12]2[CH:13]=[CH:14][C:15]3[NH:20][CH2:19][CH2:18][O:17][C:16]=3[CH:21]=2)(=[O:11])=[O:10])=[CH:5][CH:4]=1.F[C:30]1[CH:38]=[CH:37][CH:36]=[CH:35][C:31]=1[C:32]([NH2:34])=[O:33].C(=O)([O-])[O-].[Cs+].[Cs+]. The catalyst is CN(C=O)C.C(OCC)(=O)C.O. The product is [CH3:1][O:2][C:3]1[CH:4]=[CH:5][C:6]([CH2:7][N:8]([C:22]2[S:23][CH:24]=[CH:25][N:26]=2)[S:9]([C:12]2[CH:13]=[CH:14][C:15]3[N:20]([C:30]4[CH:38]=[CH:37][CH:36]=[CH:35][C:31]=4[C:32]([NH2:34])=[O:33])[CH2:19][CH2:18][O:17][C:16]=3[CH:21]=2)(=[O:11])=[O:10])=[CH:27][CH:28]=1. The yield is 0.714. (4) The reactants are Cl.Cl.[Br:3][C:4]1[C:5]([N:13]2[CH2:18][CH2:17][NH:16][CH2:15][CH2:14]2)=[C:6]2[CH:12]=[CH:11][NH:10][C:7]2=[N:8][CH:9]=1.[C:19]([O:23][C:24]([NH:26][C@H:27]([CH2:31][C:32]1[CH:37]=[CH:36][C:35]([Cl:38])=[CH:34][CH:33]=1)[C:28](O)=[O:29])=[O:25])([CH3:22])([CH3:21])[CH3:20].ON1C2C=CC=CC=2N=N1.O.C(N=C=NCCCN(C)C)C.C(N(CC)CC)C. The catalyst is C(Cl)Cl. The product is [Br:3][C:4]1[C:5]([N:13]2[CH2:18][CH2:17][N:16]([C:28](=[O:29])[C@H:27]([NH:26][C:24](=[O:25])[O:23][C:19]([CH3:20])([CH3:21])[CH3:22])[CH2:31][C:32]3[CH:33]=[CH:34][C:35]([Cl:38])=[CH:36][CH:37]=3)[CH2:15][CH2:14]2)=[C:6]2[CH:12]=[CH:11][NH:10][C:7]2=[N:8][CH:9]=1. The yield is 0.629.